Dataset: Catalyst prediction with 721,799 reactions and 888 catalyst types from USPTO. Task: Predict which catalyst facilitates the given reaction. Reactant: [N+:1]([C:4]1[CH:9]=[CH:8][CH:7]=[CH:6][C:5]=1[B:10]([OH:12])[OH:11])([O-])=O. Product: [NH2:1][C:4]1[CH:9]=[CH:8][CH:7]=[CH:6][C:5]=1[B:10]([OH:12])[OH:11]. The catalyst class is: 43.